Dataset: M1 muscarinic receptor antagonist screen with 61,756 compounds. Task: Binary Classification. Given a drug SMILES string, predict its activity (active/inactive) in a high-throughput screening assay against a specified biological target. (1) The compound is S1CCN=C1NC(=O)Nc1ccccc1. The result is 0 (inactive). (2) The drug is O=C1N(C(=O)C2C1C1N(C2C(=O)c2occc2)C=Cc2c1cccc2)c1ccc(cc1)C. The result is 0 (inactive). (3) The molecule is S(=O)(=O)(c1c2c(n(c1)CCC)cccc2)CC(=O)Nc1ccc(OCC)cc1. The result is 0 (inactive). (4) The molecule is S(c1nc(c(c(c1C#N)c1occc1)C(OCCOC)=O)C)CC(=O)Nc1ccc(cc1)C. The result is 0 (inactive). (5) The molecule is Brc1n(c2c(n(c(=O)[nH]c2=O)C)n1)CCSc1sc(nn1)C. The result is 0 (inactive).